Dataset: HIV replication inhibition screening data with 41,000+ compounds from the AIDS Antiviral Screen. Task: Binary Classification. Given a drug SMILES string, predict its activity (active/inactive) in a high-throughput screening assay against a specified biological target. The compound is CC(=O)OCC1Cn2c(c(-c3ccccc3)c(=O)[nH]c2=S)O1. The result is 0 (inactive).